From a dataset of Catalyst prediction with 721,799 reactions and 888 catalyst types from USPTO. Predict which catalyst facilitates the given reaction. (1) Reactant: [CH3:1][C:2]1[CH:7]=[CH:6][C:5]([C:8](=O)[CH2:9][CH3:10])=[CH:4][CH:3]=1.[C:12](=[O:15])(O)[O-].[NH4+:16].[C-:17]#[N:18].[K+].[OH-:20].[NH4+]. Product: [CH2:9]([C@@:8]1([C:5]2[CH:6]=[CH:7][C:2]([CH3:1])=[CH:3][CH:4]=2)[NH:18][C:17](=[O:20])[NH:16][C:12]1=[O:15])[CH3:10]. The catalyst class is: 40. (2) Reactant: [OH:1][C:2]1[CH:3]=[CH:4][C:5]([NH:12][S:13]([C:16]2[CH:21]=[CH:20][C:19]([CH3:22])=[CH:18][CH:17]=2)(=[O:15])=[O:14])=[C:6]([CH:11]=1)[C:7]([O:9][CH3:10])=[O:8].F[C:24]1[CH:29]=[CH:28][C:27]([N+:30]([O-:32])=[O:31])=[C:26]([C:33]2[CH:38]=[CH:37][CH:36]=[CH:35][CH:34]=2)[CH:25]=1.C(=O)([O-])[O-].[K+].[K+]. Product: [CH3:10][O:9][C:7](=[O:8])[C:6]1[CH:11]=[C:2]([O:1][C:24]2[CH:25]=[C:26]([C:33]3[CH:38]=[CH:37][CH:36]=[CH:35][CH:34]=3)[C:27]([N+:30]([O-:32])=[O:31])=[CH:28][CH:29]=2)[CH:3]=[CH:4][C:5]=1[NH:12][S:13]([C:16]1[CH:21]=[CH:20][C:19]([CH3:22])=[CH:18][CH:17]=1)(=[O:15])=[O:14]. The catalyst class is: 31. (3) The catalyst class is: 18. Product: [C:34]([C:33]1[CH:36]=[C:37]2[C:4]([CH2:5][CH2:6][CH2:7][CH2:8][N:9]3[CH2:14][CH2:13][N:12]([C:15]4[CH:16]=[CH:17][C:18]5[O:22][C:21]([C:23]([NH2:25])=[O:24])=[CH:20][C:19]=5[CH:26]=4)[CH2:11][CH2:10]3)=[CH:3][NH:29][C:30]2=[N:31][CH:32]=1)#[N:35]. Reactant: C[Si](C)(C)[C:3]#[C:4][CH2:5][CH2:6][CH2:7][CH2:8][N:9]1[CH2:14][CH2:13][N:12]([C:15]2[CH:16]=[CH:17][C:18]3[O:22][C:21]([C:23]([NH2:25])=[O:24])=[CH:20][C:19]=3[CH:26]=2)[CH2:11][CH2:10]1.[NH2:29][C:30]1[C:37](I)=[CH:36][C:33]([C:34]#[N:35])=[CH:32][N:31]=1.[Cl-].[Li+].C(=O)([O-])[O-].[Na+].[Na+]. (4) Reactant: [CH3:1][O:2][C:3](=[O:16])[CH2:4][CH2:5][C:6]1[CH:11]=[CH:10][C:9]([OH:12])=[C:8]([CH2:13][CH:14]=[CH2:15])[CH:7]=1.C([O-])([O-])=O.[Cs+].[Cs+].[CH2:23](Br)[C:24]1[CH:29]=[CH:28][CH:27]=[CH:26][CH:25]=1. Product: [CH3:1][O:2][C:3](=[O:16])[CH2:4][CH2:5][C:6]1[CH:11]=[CH:10][C:9]([O:12][CH2:23][C:24]2[CH:29]=[CH:28][CH:27]=[CH:26][CH:25]=2)=[C:8]([CH2:13][CH:14]=[CH2:15])[CH:7]=1. The catalyst class is: 3. (5) Reactant: [NH2:1][C:2]1[C:6]2[CH:7]=[CH:8][C:9]([CH2:11][N:12](C(OC(C)(C)C)=O)C(OC(C)(C)C)=O)=[CH:10][C:5]=2[O:4][N:3]=1. Product: [NH2:12][CH2:11][C:9]1[CH:8]=[CH:7][C:6]2[C:2]([NH2:1])=[N:3][O:4][C:5]=2[CH:10]=1. The catalyst class is: 89.